Task: Predict the reactants needed to synthesize the given product.. Dataset: Full USPTO retrosynthesis dataset with 1.9M reactions from patents (1976-2016) Given the product [O:28]=[C:29]1[NH:33][C@H:32]2[CH2:34][S:35][C@@H:36]([CH2:37][CH2:38][CH2:39][CH2:40][C:41]([NH:1][C:2]3[CH:3]=[CH:4][C:5]([C:6]([NH:8][CH2:9][CH2:10][CH2:11][NH:12][C:13]([C:15]4[CH:19]=[C:18]([C:20]5[CH:21]=[CH:22][CH:23]=[CH:24][CH:25]=5)[O:17][N:16]=4)=[O:14])=[O:7])=[CH:26][CH:27]=3)=[O:42])[C@H:31]2[NH:30]1, predict the reactants needed to synthesize it. The reactants are: [NH2:1][C:2]1[CH:27]=[CH:26][C:5]([C:6]([NH:8][CH2:9][CH2:10][CH2:11][NH:12][C:13]([C:15]2[CH:19]=[C:18]([C:20]3[CH:25]=[CH:24][CH:23]=[CH:22][CH:21]=3)[O:17][N:16]=2)=[O:14])=[O:7])=[CH:4][CH:3]=1.[O:28]=[C:29]1[NH:33][C@H:32]2[CH2:34][S:35][C@@H:36]([CH2:37][CH2:38][CH2:39][CH2:40][C:41](ON3C(=O)CCC3=O)=[O:42])[C@H:31]2[NH:30]1.CCN(C(C)C)C(C)C.